Dataset: Full USPTO retrosynthesis dataset with 1.9M reactions from patents (1976-2016). Task: Predict the reactants needed to synthesize the given product. Given the product [F:16][C:17]1[CH:18]=[C:19]([CH:27]=[CH:28][CH:29]=1)[C:20]([NH:22][N:23]([CH:24]([CH3:26])[CH3:25])[C:13](=[O:15])/[CH:12]=[CH:11]/[C:4]1[C:5]2[C:10](=[CH:9][CH:8]=[CH:7][CH:6]=2)[N:2]([CH3:1])[CH:3]=1)=[O:21], predict the reactants needed to synthesize it. The reactants are: [CH3:1][N:2]1[C:10]2[C:5](=[CH:6][CH:7]=[CH:8][CH:9]=2)[C:4](/[CH:11]=[CH:12]/[C:13]([OH:15])=O)=[CH:3]1.[F:16][C:17]1[CH:18]=[C:19]([CH:27]=[CH:28][CH:29]=1)[C:20]([NH:22][NH:23][CH:24]([CH3:26])[CH3:25])=[O:21].CN(C(ON1N=NC2C=CC=NC1=2)=[N+](C)C)C.F[P-](F)(F)(F)(F)F.C(N(CC)C(C)C)(C)C.